Dataset: Reaction yield outcomes from USPTO patents with 853,638 reactions. Task: Predict the reaction yield, written as a fraction of the theoretical maximum amount of product (1.0 means a 100% yield; for example, 0.34 means a 34% yield). The reactants are [NH2:1][CH2:2][C:3]([CH3:7])([CH3:6])[CH2:4][NH2:5].C(N(CC)C(C)C)(C)C.C([O:19][C:20]([C:22]1[N:27]2[C:28]([C:31](=[O:36])C(Cl)(Cl)Cl)=[CH:29][N:30]=[C:26]2[CH:25]=[CH:24][CH:23]=1)=O)C.C1C=CC(N([S:44]([C:47]([F:50])([F:49])[F:48])(=[O:46])=[O:45])[S:44]([C:47]([F:50])([F:49])[F:48])(=[O:46])=[O:45])=CC=1. The catalyst is C(#N)C. The product is [CH3:6][C:3]([CH3:7])([CH2:4][NH:5][S:44]([C:47]([F:50])([F:49])[F:48])(=[O:46])=[O:45])[CH2:2][N:1]1[C:20](=[O:19])[C:22]2[N:27]3[C:28](=[CH:29][N:30]=[C:26]3[CH:25]=[CH:24][CH:23]=2)[C:31]1=[O:36]. The yield is 0.845.